Dataset: Experimentally validated miRNA-target interactions with 360,000+ pairs, plus equal number of negative samples. Task: Binary Classification. Given a miRNA mature sequence and a target amino acid sequence, predict their likelihood of interaction. (1) The miRNA is mmu-miR-466a-5p with sequence UAUGUGUGUGUACAUGUACAUA. The protein sequence of the target gene is MVKCCSAIGCASRCLPNSKLKGLTFHVFPTDENIKRKWVLAMKRLDVNAAGIWEPKKGDVLCSRHFKKTDFDRSAPNIKLKPGVIPSIFDSPYHLQGKREKLHCRKNFTLKTVPATNYNHHLVGASSCIEEFQSQFIFEHSYSVMDSPKKLKHKLDHVIGELEDTKESLRNVLDREKRFQKSLRKTIRELKDECLISQETANRLDTFCWDCCQESIEQDYIS. Result: 0 (no interaction). (2) The miRNA is hsa-miR-3150a-5p with sequence CAACCUCGACGAUCUCCUCAGC. The protein sequence of the target gene is MKVISLFILVGFIGEFQSFSSASSPVNCQWDFYAPWSECNGCTKTQTRRRSVAVYGQYGGQPCVGNAFETQSCEPTRGCPTEEGCGERFRCFSGQCISKSLVCNGDSDCDEDSADEDRCEDSERRPSCDIDKPPPNIELTGNGYNELTGQFRNRVINTKSFGGQCRKVFSGDGKDFYRLSGNVLSYTFQVKINNDFNYEFYNSTWSYVKHTSTEHTSSSRKRSFFRSSSSSSRSYTSHTNEIHKGKSYQLLVVENTVEVAQFINNNPEFLQLAEPFWKELSHLPSLYDYSAYRRLIDQYG.... Result: 0 (no interaction). (3) The miRNA is hsa-miR-1205 with sequence UCUGCAGGGUUUGCUUUGAG. The protein sequence of the target gene is MGPLTFRDVKIEFSLEEWQCLDTAQRNLYRDVMLENYRNLVFLGIAVSKPDLITWLEQGKEPWNLKRHEMVDKTPVMCSHFAQDVWPEHSIKDSFQKVILRTYGKYGHENLQLRKDHKSVDACKVYKGGYNGLNQCLTTTDSKIFQCDKYVKVFHKFPNVNRNKIRHTGKKPFKCKNRGKSFCMLSQLTQHKKIHTREYSYKCEECGKAFNWSSTLTKHKIIHTGEKPYKCEECGKAFNRSSNLTKHKIIHTGEKPYKCEECGKAFNRSSTLTKHKRIHTEEKPYKCEECGKAFNQFSIL.... Result: 0 (no interaction). (4) The miRNA is mmu-miR-32-5p with sequence UAUUGCACAUUACUAAGUUGCA. The protein sequence of the target gene is MAVAVAMAGALIGSEPGPAEELAKLEYLSLVSKVCTELDNHLGINDKDLAEFVISLAEKNTTFDTFKASLVKNGAEFTDSLISNLLRLIQTMRPPAKPSTSKDPVVKPKTEKEKLKELFPVLCQPDNPSVRTMLDEDDVKVAVDVLKELEALMPSAAGQEKQRDAEHRDRTKKKKRSRSRDRNRDRDRDRERNRDRDHKRRHRSRSRSRSRTRERNKVKSRYRSRSRSQSPPKDRKDRDKYGERNLDRWRDKHVDRPPPEEPTIGDIYNGKVTSIMQFGCFVQLEGLRKRWEGLVHISEL.... Result: 0 (no interaction). (5) The miRNA is cel-miR-1820-5p with sequence UUUUGAUUGUUUUUCGAUGAUGUUCG. The protein sequence of the target gene is MGNVQERPSETIDRERKRLVETLQADSGLLLDALVARGVLTGPEYEALDALPDAERRVRRLLLLVQSKGEAACQELLRCAQQTVRMPDPAWDWQHVGPGYRNRSYDPSCPGHWTPEAPSSGTTCPELPRASEQEEVGGPEGSEALQPRTPEEPELEAEATEGDEPDLEQEMNPEQEPEPEPEPEPEPEPEPEPEPEPEPEPEPEPEPEPDFQEEDESEDS. Result: 0 (no interaction). (6) The miRNA is rno-miR-499-5p with sequence UUAAGACUUGCAGUGAUGUUU. The protein sequence of the target gene is MAAAEPMGPAQVPMNSEVIVDPIQGQVNFEDVFVYFSQEEWVLLDEAQRLLYRDVMLENFALMASLGHTSFMSHIVASLVMGSEPWVPDWVDMTLAVATETPGGSDPGCWHGMEDEEIPFEQSFSIGMSQIRIPKGGPSTQKAYPCGTCGLVLKDILHLAEHQETHPGQKPYMCVLCGKQFCFSANLHQHQKQHSGEKPFRSDKSRPFLLNNCAVQSMEMSFVTGEACKDFLASSSIFEHHAPHNEWKPHSNTKCEEASHCGKRHYKCSECGKTFSRKDSLVQHQRVHTGERPYECGECG.... Result: 0 (no interaction).